This data is from Full USPTO retrosynthesis dataset with 1.9M reactions from patents (1976-2016). The task is: Predict the reactants needed to synthesize the given product. (1) Given the product [ClH:40].[C:1]([NH:9][C:10]1[CH:39]=[CH:38][C:13]([C:14]([NH:16][C:17]2[CH:22]=[CH:21][C:20]([C@@H:23]3[CH2:25][C@H:24]3[NH:26][CH2:34][CH:35]3[CH2:36][CH2:37]3)=[CH:19][CH:18]=2)=[O:15])=[CH:12][CH:11]=1)(=[O:8])[C:2]1[CH:3]=[CH:4][CH:5]=[CH:6][CH:7]=1, predict the reactants needed to synthesize it. The reactants are: [C:1]([NH:9][C:10]1[CH:39]=[CH:38][C:13]([C:14]([NH:16][C:17]2[CH:22]=[CH:21][C:20]([C@@H:23]3[CH2:25][C@H:24]3[N:26]([CH2:34][CH:35]3[CH2:37][CH2:36]3)C(=O)OC(C)(C)C)=[CH:19][CH:18]=2)=[O:15])=[CH:12][CH:11]=1)(=[O:8])[C:2]1[CH:7]=[CH:6][CH:5]=[CH:4][CH:3]=1.[ClH:40].COC1CCCC1. (2) Given the product [CH3:1]/[CH:2]=[CH:3]/[C:4]1[CH2:24][S:23][C@@H:7]2[C@H:8]([NH:11][C:12]([C@H:14]([NH2:22])[C:15]3[CH:16]=[CH:17][C:18]([OH:21])=[CH:19][CH:20]=3)=[O:13])[C:9](=[O:10])[N:6]2[C:5]=1[C:25]([OH:27])=[O:26].[OH2:31], predict the reactants needed to synthesize it. The reactants are: [CH3:1]/[CH:2]=[CH:3]/[C:4]1[CH2:24][S:23][C@@H:7]2[C@H:8]([NH:11][C:12]([C@H:14]([NH2:22])[C:15]3[CH:16]=[CH:17][C:18]([OH:21])=[CH:19][CH:20]=3)=[O:13])[C:9](=[O:10])[N:6]2[C:5]=1[C:25]([OH:27])=[O:26].CN(C)C=[O:31]. (3) Given the product [CH3:28][C:27]([CH2:26][CH2:25][CH2:24][CH:22]([CH3:23])[CH2:21][CH2:20][CH2:19][CH:17]([CH3:18])[CH2:16][CH2:15][CH2:14][CH:12]([CH3:13])[CH3:11])=[CH:29][CH:30]=[O:31], predict the reactants needed to synthesize it. The reactants are: C(Cl)(=O)C(Cl)=O.CS(C)=O.[CH3:11][CH:12]([CH2:14][CH2:15][CH2:16][C@H:17]([CH2:19][CH2:20][CH2:21][C@H:22]([CH2:24][CH2:25][CH2:26]/[C:27](=[CH:29]/[CH2:30][OH:31])/[CH3:28])[CH3:23])[CH3:18])[CH3:13].C(N(CC)CC)C. (4) Given the product [C:1]1([C:7]2([C:13]3[CH:18]=[CH:17][CH:16]=[CH:15][CH:14]=3)[CH2:8][CH2:9][N:10]([C:39](=[O:40])[CH2:38][N:21]3[CH2:22][CH2:23][CH2:24][C:25]([C:32]4[CH:37]=[CH:36][CH:35]=[CH:34][CH:33]=4)([C:26]4[CH:31]=[CH:30][CH:29]=[CH:28][CH:27]=4)[C:20]3=[O:19])[CH2:11][CH2:12]2)[CH:2]=[CH:3][CH:4]=[CH:5][CH:6]=1, predict the reactants needed to synthesize it. The reactants are: [C:1]1([C:7]2([C:13]3[CH:18]=[CH:17][CH:16]=[CH:15][CH:14]=3)[CH2:12][CH2:11][NH:10][CH2:9][CH2:8]2)[CH:6]=[CH:5][CH:4]=[CH:3][CH:2]=1.[O:19]=[C:20]1[C:25]([C:32]2[CH:37]=[CH:36][CH:35]=[CH:34][CH:33]=2)([C:26]2[CH:31]=[CH:30][CH:29]=[CH:28][CH:27]=2)[CH2:24][CH2:23][CH2:22][N:21]1[CH2:38][C:39](O)=[O:40].Cl.C(N=C=NCCCN(C)C)C. (5) Given the product [Br:11][C:7]1[C:6]2[N:1]=[CH:2][NH:3][C:4](=[O:10])[C:5]=2[S:9][CH:8]=1, predict the reactants needed to synthesize it. The reactants are: [N:1]1[C:6]2[CH:7]=[CH:8][S:9][C:5]=2[C:4](=[O:10])[NH:3][CH:2]=1.[Br:11]Br.C(=O)(O)[O-].[Na+]. (6) The reactants are: [NH2:1][C:2]1[C:10]([CH3:11])=[CH:9][CH:8]=[CH:7][C:3]=1[C:4](O)=[O:5].Cl.[CH3:13][NH:14][O:15][CH3:16].C1C=CC2N(O)N=NC=2C=1.C(Cl)CCl. Given the product [NH2:1][C:2]1[C:10]([CH3:11])=[CH:9][CH:8]=[CH:7][C:3]=1[C:4]([N:14]([O:15][CH3:16])[CH3:13])=[O:5], predict the reactants needed to synthesize it. (7) The reactants are: [F:1][C:2]1[CH:7]=[CH:6][C:5]([F:8])=[CH:4][C:3]=1[C@H:9]1[CH2:13][CH2:12][CH2:11][N:10]1[C:14]1[CH:19]=[CH:18][N:17]2[N:20]=[CH:21][C:22]([NH:23][C:24]([N:26]3[CH2:29][CH:28]([OH:30])[CH2:27]3)=[O:25])=[C:16]2[N:15]=1.[S:31](=[O:35])(=[O:34])([OH:33])[OH:32]. Given the product [S:31]([OH:35])([OH:34])(=[O:33])=[O:32].[F:1][C:2]1[CH:7]=[CH:6][C:5]([F:8])=[CH:4][C:3]=1[C@H:9]1[CH2:13][CH2:12][CH2:11][N:10]1[C:14]1[CH:19]=[CH:18][N:17]2[N:20]=[CH:21][C:22]([NH:23][C:24]([N:26]3[CH2:29][CH:28]([OH:30])[CH2:27]3)=[O:25])=[C:16]2[N:15]=1, predict the reactants needed to synthesize it. (8) The reactants are: [O:1]([C:3]1[CH:4]=[C:5]([CH:8]=[C:9]([O:13][CH3:14])[C:10]=1[O:11][CH3:12])[CH2:6]O)[CH3:2].P(Br)(Br)[Br:16].O. Given the product [O:1]([C:3]1[CH:4]=[C:5]([CH:8]=[C:9]([O:13][CH3:14])[C:10]=1[O:11][CH3:12])[CH2:6][Br:16])[CH3:2], predict the reactants needed to synthesize it. (9) Given the product [Cl:18][C:6]1[N:7]=[C:8]([N:12]2[CH2:17][CH2:16][O:15][CH2:14][CH2:13]2)[C:9]2[N:10]=[CH:11][C:2]([C:27]3[CH:28]=[C:23]([NH:22][C:19](=[O:21])[CH3:20])[CH:24]=[CH:25][CH:26]=3)=[CH:3][C:4]=2[N:5]=1, predict the reactants needed to synthesize it. The reactants are: Br[C:2]1[CH:11]=[N:10][C:9]2[C:8]([N:12]3[CH2:17][CH2:16][O:15][CH2:14][CH2:13]3)=[N:7][C:6]([Cl:18])=[N:5][C:4]=2[CH:3]=1.[C:19]([NH:22][C:23]1[CH:24]=[C:25](B(O)O)[CH:26]=[CH:27][CH:28]=1)(=[O:21])[CH3:20].C(=O)([O-])[O-].[Na+].[Na+].C1(C)C=CC=CC=1.